Predict the reaction yield, written as a fraction of the theoretical maximum amount of product (1.0 means a 100% yield; for example, 0.34 means a 34% yield). From a dataset of Reaction yield outcomes from USPTO patents with 853,638 reactions. (1) The reactants are [CH2:1]([C:3]1[C:8](=[O:9])[NH:7][C:6]([CH3:10])=[C:5]([C:11]2[S:15][C:14]([S:16](Cl)(=[O:18])=[O:17])=[CH:13][CH:12]=2)[CH:4]=1)[CH3:2].[O:20]([CH2:27][CH2:28][NH2:29])[C:21]1[CH:26]=[CH:25][CH:24]=[CH:23][CH:22]=1. No catalyst specified. The product is [O:20]([CH2:27][CH2:28][NH:29][S:16]([C:14]1[S:15][C:11]([C:5]2[CH:4]=[C:3]([CH2:1][CH3:2])[C:8](=[O:9])[NH:7][C:6]=2[CH3:10])=[CH:12][CH:13]=1)(=[O:18])=[O:17])[C:21]1[CH:26]=[CH:25][CH:24]=[CH:23][CH:22]=1. The yield is 0.780. (2) The reactants are F[C:2]1[CH:3]=[C:4]2[C:9](=[CH:10][C:11]=1[N+:12]([O-:14])=[O:13])[NH:8][C:7](=[O:15])[N:6]([NH:16][S:17]([CH3:20])(=[O:19])=[O:18])[C:5]2=[O:21].[CH3:22][O:23][C:24]1[CH:31]=[CH:30][C:27]([CH2:28][NH2:29])=[CH:26][CH:25]=1. No catalyst specified. The product is [CH3:22][O:23][C:24]1[CH:31]=[CH:30][C:27]([CH2:28][NH:29][C:2]2[CH:3]=[C:4]3[C:9](=[CH:10][C:11]=2[N+:12]([O-:14])=[O:13])[NH:8][C:7](=[O:15])[N:6]([NH:16][S:17]([CH3:20])(=[O:19])=[O:18])[C:5]3=[O:21])=[CH:26][CH:25]=1. The yield is 0.600. (3) The reactants are [CH3:1][C:2]1[C:7]2[N:8]=[C:9]([NH:12][C:13]3[CH:18]=[CH:17][C:16]([S:19]([NH:22][CH2:23][CH2:24][N:25]4[CH2:29][CH2:28][CH2:27][CH2:26]4)(=[O:21])=[O:20])=[CH:15][CH:14]=3)[N:10]=[N:11][C:6]=2[CH:5]=[C:4]([C:30]2[CH:35]=[CH:34][CH:33]=[C:32]([N+:36]([O-])=O)[CH:31]=2)[CH:3]=1. The catalyst is [Pd]. The product is [NH2:36][C:32]1[CH:31]=[C:30]([C:4]2[CH:3]=[C:2]([CH3:1])[C:7]3[N:8]=[C:9]([NH:12][C:13]4[CH:14]=[CH:15][C:16]([S:19]([NH:22][CH2:23][CH2:24][N:25]5[CH2:26][CH2:27][CH2:28][CH2:29]5)(=[O:20])=[O:21])=[CH:17][CH:18]=4)[N:10]=[N:11][C:6]=3[CH:5]=2)[CH:35]=[CH:34][CH:33]=1. The yield is 0.980. (4) The reactants are [N:1]1([C:7]([O:9][C:10]([CH3:13])([CH3:12])[CH3:11])=[O:8])[CH2:6][CH2:5][CH2:4][CH2:3][CH2:2]1.CN(C)CCN(C)C.CC(C)C[Li].[O:27]=[C:28]1[CH2:31][N:30]([C:32]([O:34][CH2:35][C:36]2[CH:41]=[CH:40][CH:39]=[CH:38][CH:37]=2)=[O:33])[CH2:29]1. The catalyst is C(OCC)C. The product is [OH:27][C:28]1([CH:2]2[CH2:3][CH2:4][CH2:5][CH2:6][N:1]2[C:7]([O:9][C:10]([CH3:13])([CH3:12])[CH3:11])=[O:8])[CH2:29][N:30]([C:32]([O:34][CH2:35][C:36]2[CH:41]=[CH:40][CH:39]=[CH:38][CH:37]=2)=[O:33])[CH2:31]1. The yield is 0.130. (5) The reactants are Br[C:2]1[CH:15]=[CH:14][C:5]([C:6]([NH:8][S:9]([CH2:12][CH3:13])(=[O:11])=[O:10])=[O:7])=[CH:4][C:3]=1[O:16][CH3:17].[Cl:18][C:19]1[C:20]([F:34])=[N:21][CH:22]=[C:23](B2OC(C)(C)C(C)(C)O2)[CH:24]=1.C([O-])([O-])=O.[Na+].[Na+]. The catalyst is C1C=CC([P]([Pd]([P](C2C=CC=CC=2)(C2C=CC=CC=2)C2C=CC=CC=2)([P](C2C=CC=CC=2)(C2C=CC=CC=2)C2C=CC=CC=2)[P](C2C=CC=CC=2)(C2C=CC=CC=2)C2C=CC=CC=2)(C2C=CC=CC=2)C2C=CC=CC=2)=CC=1.O1CCOCC1. The product is [Cl:18][C:19]1[CH:24]=[C:23]([C:2]2[CH:15]=[CH:14][C:5]([C:6]([NH:8][S:9]([CH2:12][CH3:13])(=[O:11])=[O:10])=[O:7])=[CH:4][C:3]=2[O:16][CH3:17])[CH:22]=[N:21][C:20]=1[F:34]. The yield is 0.900. (6) The product is [Cl:32][Si:33]([CH:40]1[CH2:41][CH2:42][CH2:43][CH2:44][CH2:45]1)([CH:34]1[CH2:39][CH2:38][CH2:37][CH2:36][CH2:35]1)[C:10]1[C:9]2[CH2:8][C:7]3[C:15](=[CH:16][CH:17]=[C:5]([C:1]([CH3:4])([CH3:3])[CH3:2])[CH:6]=3)[C:14]=2[CH:13]=[CH:12][C:11]=1[C:18]([CH3:21])([CH3:20])[CH3:19]. The catalyst is CCCCCC. The yield is 1.00. The reactants are [C:1]([C:5]1[CH:17]=[CH:16][C:15]2[C:14]3[C:9](=[CH:10][C:11]([C:18]([CH3:21])([CH3:20])[CH3:19])=[CH:12][CH:13]=3)[CH2:8][C:7]=2[CH:6]=1)([CH3:4])([CH3:3])[CH3:2].C(OCC)C.C([Li])CCC.[Cl:32][Si:33](Cl)([CH:40]1[CH2:45][CH2:44][CH2:43][CH2:42][CH2:41]1)[CH:34]1[CH2:39][CH2:38][CH2:37][CH2:36][CH2:35]1.